From a dataset of NCI-60 drug combinations with 297,098 pairs across 59 cell lines. Regression. Given two drug SMILES strings and cell line genomic features, predict the synergy score measuring deviation from expected non-interaction effect. (1) Drug 1: C(CCl)NC(=O)N(CCCl)N=O. Drug 2: CC1CCCC2(C(O2)CC(NC(=O)CC(C(C(=O)C(C1O)C)(C)C)O)C(=CC3=CSC(=N3)C)C)C. Cell line: KM12. Synergy scores: CSS=31.5, Synergy_ZIP=-0.998, Synergy_Bliss=-8.92, Synergy_Loewe=-36.5, Synergy_HSA=-13.0. (2) Drug 1: CNC(=O)C1=CC=CC=C1SC2=CC3=C(C=C2)C(=NN3)C=CC4=CC=CC=N4. Drug 2: CCCCCOC(=O)NC1=NC(=O)N(C=C1F)C2C(C(C(O2)C)O)O. Cell line: SK-MEL-2. Synergy scores: CSS=5.12, Synergy_ZIP=1.91, Synergy_Bliss=4.89, Synergy_Loewe=2.88, Synergy_HSA=3.24. (3) Drug 1: CN(CC1=CN=C2C(=N1)C(=NC(=N2)N)N)C3=CC=C(C=C3)C(=O)NC(CCC(=O)O)C(=O)O. Drug 2: C1CC(=O)NC(=O)C1N2C(=O)C3=CC=CC=C3C2=O. Cell line: OVCAR-4. Synergy scores: CSS=20.0, Synergy_ZIP=-3.17, Synergy_Bliss=-8.87, Synergy_Loewe=-58.0, Synergy_HSA=-9.69. (4) Drug 1: C1CC(=O)NC(=O)C1N2C(=O)C3=CC=CC=C3C2=O. Drug 2: CN(C(=O)NC(C=O)C(C(C(CO)O)O)O)N=O. Cell line: MDA-MB-435. Synergy scores: CSS=-7.95, Synergy_ZIP=-4.79, Synergy_Bliss=-24.1, Synergy_Loewe=-27.6, Synergy_HSA=-33.4. (5) Drug 1: C1CN1C2=NC(=NC(=N2)N3CC3)N4CC4. Drug 2: C1=NC2=C(N1)C(=S)N=CN2. Cell line: HS 578T. Synergy scores: CSS=37.6, Synergy_ZIP=-11.3, Synergy_Bliss=-4.60, Synergy_Loewe=-4.47, Synergy_HSA=-0.727. (6) Drug 1: CC1CCC2CC(C(=CC=CC=CC(CC(C(=O)C(C(C(=CC(C(=O)CC(OC(=O)C3CCCCN3C(=O)C(=O)C1(O2)O)C(C)CC4CCC(C(C4)OC)O)C)C)O)OC)C)C)C)OC. Drug 2: CC1C(C(CC(O1)OC2CC(CC3=C2C(=C4C(=C3O)C(=O)C5=CC=CC=C5C4=O)O)(C(=O)C)O)N)O. Cell line: MOLT-4. Synergy scores: CSS=50.3, Synergy_ZIP=4.62, Synergy_Bliss=4.55, Synergy_Loewe=3.10, Synergy_HSA=4.45. (7) Drug 1: C1CCC(CC1)NC(=O)N(CCCl)N=O. Drug 2: C1=CN(C(=O)N=C1N)C2C(C(C(O2)CO)O)O.Cl. Cell line: COLO 205. Synergy scores: CSS=33.0, Synergy_ZIP=-5.00, Synergy_Bliss=-6.66, Synergy_Loewe=-13.3, Synergy_HSA=-2.64.